Dataset: Catalyst prediction with 721,799 reactions and 888 catalyst types from USPTO. Task: Predict which catalyst facilitates the given reaction. (1) Reactant: [Cl:1][CH2:2][C:3]1[O:4][CH:5]=[C:6]([C:8]([O:10]C)=[O:9])[N:7]=1.[OH-].[Li+]. Product: [Cl:1][CH2:2][C:3]1[O:4][CH:5]=[C:6]([C:8]([OH:10])=[O:9])[N:7]=1. The catalyst class is: 87. (2) Reactant: [CH3:1][C:2]1[CH:11]=[C:10]([N+:12]([O-:14])=[O:13])[CH:9]=[CH:8][C:3]=1[C:4]([O:6][CH3:7])=[O:5].C(O[CH:20](N(C)C)[N:21]([CH3:23])[CH3:22])(C)(C)C. Product: [CH3:20][N:21]([CH3:23])/[CH:22]=[CH:1]/[C:2]1[CH:11]=[C:10]([N+:12]([O-:14])=[O:13])[CH:9]=[CH:8][C:3]=1[C:4]([O:6][CH3:7])=[O:5]. The catalyst class is: 3. (3) Reactant: [CH3:1][C@@H:2]1[CH2:7][CH:6]([C@H:8]([N:19]=[C:20](C2C=CC=CC=2)C2C=CC=CC=2)[C:9]([O:11][CH2:12][C:13]2[CH:18]=[CH:17][CH:16]=[CH:15][CH:14]=2)=[O:10])[CH2:5][C@@H:4]([CH3:33])[O:3]1.Cl.CCN(C(C)C)C(C)C.Cl[C:45](OC)=[O:46].C1C[O:52]CC1. The catalyst class is: 6. Product: [CH3:33][C@@H:4]1[CH2:5][CH:6]([C@H:8]([NH:19][C:20]([O:46][CH3:45])=[O:52])[C:9]([O:11][CH2:12][C:13]2[CH:14]=[CH:15][CH:16]=[CH:17][CH:18]=2)=[O:10])[CH2:7][C@@H:2]([CH3:1])[O:3]1. (4) Reactant: FC(F)(F)[C:3]([OH:5])=O.[CH2:8]1[CH:12]2[CH2:13][C:14](=[O:16])[CH2:15][CH:11]2[CH2:10][NH:9]1.[N-]=[C:18]=O.C([N:22]([CH2:25][CH3:26])CC)C. Product: [CH:25]([NH:22][C:3]([N:9]1[CH2:10][CH:11]2[CH2:15][C:14](=[O:16])[CH2:13][CH:12]2[CH2:8]1)=[O:5])([CH3:26])[CH3:18]. The catalyst class is: 46.